Predict which catalyst facilitates the given reaction. From a dataset of Catalyst prediction with 721,799 reactions and 888 catalyst types from USPTO. (1) Reactant: [Cl:1][C:2]1[CH:10]=[C:9]2[C:5]([CH2:6][C:7](=[O:11])[NH:8]2)=[CH:4][CH:3]=1.[C:12]([O:16][C:17]([N:19]1[CH2:24][CH2:23][CH:22]([O:25][C:26]2[CH:31]=[CH:30][C:29]([Br:32])=[CH:28][C:27]=2[CH:33]=O)[CH2:21][CH2:20]1)=[O:18])([CH3:15])([CH3:14])[CH3:13].N1CCCCC1. Product: [C:12]([O:16][C:17]([N:19]1[CH2:24][CH2:23][CH:22]([O:25][C:26]2[CH:31]=[CH:30][C:29]([Br:32])=[CH:28][C:27]=2/[CH:33]=[C:6]2\[C:7](=[O:11])[NH:8][C:9]3[C:5]\2=[CH:4][CH:3]=[C:2]([Cl:1])[CH:10]=3)[CH2:21][CH2:20]1)=[O:18])([CH3:15])([CH3:14])[CH3:13]. The catalyst class is: 5. (2) Reactant: Br[C:2]1[CH:3]=[N:4][C:5]([NH:8][C:9]2[CH:14]=[CH:13][C:12]([CH3:15])=[C:11]([N+:16]([O-:18])=[O:17])[CH:10]=2)=[N:6][CH:7]=1.FC(F)OC1C=CC(B2OC(C)(C)C(C)(C)O2)=CC=1.C([O-])([O-])=O.[Na+].[Na+]. Product: [CH3:15][C:12]1[CH:13]=[CH:14][C:9]([NH:8][C:5]2[N:6]=[CH:7][CH:2]=[CH:3][N:4]=2)=[CH:10][C:11]=1[N+:16]([O-:18])=[O:17]. The catalyst class is: 77. (3) Reactant: [Cl:1][C:2]1[CH:3]=[C:4]([C:9]2([CH2:15][CH2:16][OH:17])[O:14][CH2:13][CH2:12][NH:11][CH2:10]2)[CH:5]=[CH:6][C:7]=1[Cl:8].C(N(CC)CC)C.[CH3:25][O:26][C:27]1[CH:28]=[C:29]([CH:33]=[C:34]([O:38][CH3:39])[C:35]=1[O:36][CH3:37])[C:30](Cl)=[O:31].CN(C1C=CC=CN=1)C.[N+:49]([C:52]1[CH:57]=[CH:56][C:55]([S:58](Cl)(=[O:60])=[O:59])=[CH:54][CH:53]=1)([O-:51])=[O:50].Cl. Product: [N+:49]([C:52]1[CH:53]=[CH:54][C:55]([S:58]([O:17][CH2:16][CH2:15][C:9]2([C:4]3[CH:5]=[CH:6][C:7]([Cl:8])=[C:2]([Cl:1])[CH:3]=3)[O:14][CH2:13][CH2:12][N:11]([C:30](=[O:31])[C:29]3[CH:28]=[C:27]([O:26][CH3:25])[C:35]([O:36][CH3:37])=[C:34]([O:38][CH3:39])[CH:33]=3)[CH2:10]2)(=[O:60])=[O:59])=[CH:56][CH:57]=1)([O-:51])=[O:50]. The catalyst class is: 34. (4) Reactant: [F:1][C:2]1[CH:10]=[C:9]2[C:5]([CH:6]=[CH:7][N:8]2[Si:11]([CH:18]([CH3:20])[CH3:19])([CH:15]([CH3:17])[CH3:16])[CH:12]([CH3:14])[CH3:13])=[CH:4][CH:3]=1.C([Li])(CC)C.[C:26](=O)([O:30]CC)[O:27][CH2:28][CH3:29].[Cl-].[NH4+]. Product: [C:26]([C:3]1[CH:4]=[C:5]2[C:9](=[CH:10][C:2]=1[F:1])[N:8]([Si:11]([CH:15]([CH3:17])[CH3:16])([CH:18]([CH3:20])[CH3:19])[CH:12]([CH3:13])[CH3:14])[CH:7]=[CH:6]2)([O:27][CH2:28][CH3:29])=[O:30]. The catalyst class is: 7.